Dataset: Full USPTO retrosynthesis dataset with 1.9M reactions from patents (1976-2016). Task: Predict the reactants needed to synthesize the given product. (1) Given the product [O:4]1[C:8]2=[C:9]([N:13]3[CH2:18][CH2:17][N:16]([CH2:19][CH2:20][C@H:21]4[CH2:26][CH2:25][C@H:24]([NH:27][C:31](=[O:32])[CH2:30][O:29][CH3:28])[CH2:23][CH2:22]4)[CH2:15][CH2:14]3)[N:10]=[CH:11][CH:12]=[C:7]2[CH:6]=[CH:5]1, predict the reactants needed to synthesize it. The reactants are: Cl.Cl.Cl.[O:4]1[C:8]2=[C:9]([N:13]3[CH2:18][CH2:17][N:16]([CH2:19][CH2:20][CH:21]4[CH2:26][CH2:25][CH:24]([NH2:27])[CH2:23][CH2:22]4)[CH2:15][CH2:14]3)[N:10]=[CH:11][CH:12]=[C:7]2[CH:6]=[CH:5]1.[CH3:28][O:29][CH2:30][C:31](O)=[O:32]. (2) Given the product [CH3:1][C:2]1[CH:10]=[CH:9][C:5]([C:6]([N:15]([CH3:14])[C:16]2[CH:17]=[N:18][CH:19]=[CH:20][CH:21]=2)=[O:7])=[CH:4][C:3]=1[N+:11]([O-:13])=[O:12], predict the reactants needed to synthesize it. The reactants are: [CH3:1][C:2]1[CH:10]=[CH:9][C:5]([C:6](Cl)=[O:7])=[CH:4][C:3]=1[N+:11]([O-:13])=[O:12].[CH3:14][NH:15][C:16]1[CH:17]=[N:18][CH:19]=[CH:20][CH:21]=1.C(N(CC)CC)C. (3) Given the product [Cl:1][C:2]1[N:7]=[C:6]([N:8]([CH:15]2[CH2:24][CH2:23][C:18](=[O:19])[CH2:17][CH2:16]2)[C@@H:9]([C:11]([O:13][CH3:14])=[O:12])[CH3:10])[C:5]([N+:25]([O-:27])=[O:26])=[CH:4][N:3]=1, predict the reactants needed to synthesize it. The reactants are: [Cl:1][C:2]1[N:7]=[C:6]([N:8]([CH:15]2[CH2:24][CH2:23][C:18]3(OCC[O:19]3)[CH2:17][CH2:16]2)[C@@H:9]([C:11]([O:13][CH3:14])=[O:12])[CH3:10])[C:5]([N+:25]([O-:27])=[O:26])=[CH:4][N:3]=1. (4) Given the product [CH2:45]([N:20]1[C:19]2[CH:18]=[CH:17][C:16]([C:13]3[CH:12]=[CH:11][C:10]([O:9][CH2:1][CH2:2][CH2:3][CH2:4][CH2:5][CH2:6][CH2:7][CH3:8])=[CH:15][CH:14]=3)=[CH:28][C:27]=2[C:26]2[C:21]1=[CH:22][CH:23]=[C:24]([C:29]1[CH:34]=[CH:33][C:32]([O:35][CH2:36][CH2:37][CH2:38][CH2:39][CH2:40][CH2:41][CH2:42][CH3:43])=[CH:31][CH:30]=1)[CH:25]=2)[CH2:46][CH2:47][CH2:48][CH2:49][CH2:50][CH2:51][CH3:52], predict the reactants needed to synthesize it. The reactants are: [CH2:1]([O:9][C:10]1[CH:15]=[CH:14][C:13]([C:16]2[CH:17]=[CH:18][C:19]3[NH:20][C:21]4[C:26]([C:27]=3[CH:28]=2)=[CH:25][C:24]([C:29]2[CH:34]=[CH:33][C:32]([O:35][CH2:36][CH2:37][CH2:38][CH2:39][CH2:40][CH2:41][CH2:42][CH3:43])=[CH:31][CH:30]=2)=[CH:23][CH:22]=4)=[CH:12][CH:11]=1)[CH2:2][CH2:3][CH2:4][CH2:5][CH2:6][CH2:7][CH3:8].Br[CH2:45][CH2:46][CH2:47][CH2:48][CH2:49][CH2:50][CH2:51][CH3:52].[OH-].[Na+]. (5) Given the product [Br:17][C:18]1[CH:19]=[CH:20][C:21]([CH2:22][C@H:23]2[C@@H:28]3[C@@H:27]([N:14]([C:11]4([C:7]5[CH:8]=[CH:9][CH:10]=[C:5]([C:1]([CH3:4])([CH3:3])[CH3:2])[CH:6]=5)[CH2:13][CH2:12]4)[C:15](=[O:16])[O:29]3)[CH2:26][S:25](=[O:31])(=[O:30])[CH2:24]2)=[CH:32][CH:33]=1.[NH3:38], predict the reactants needed to synthesize it. The reactants are: [C:1]([C:5]1[CH:10]=[CH:9][CH:8]=[C:7]([C:11]2([N:14]=[C:15]=[O:16])[CH2:13][CH2:12]2)[CH:6]=1)([CH3:4])([CH3:3])[CH3:2].[Br:17][C:18]1[CH:33]=[CH:32][C:21]([CH2:22][C@H:23]2[C@@H:28]([OH:29])[CH:27]=[CH:26][S:25](=[O:31])(=[O:30])[CH2:24]2)=[CH:20][CH:19]=1.C1CCN2C(=[N:38]CCC2)CC1. (6) Given the product [CH:25]1([N:31]([CH3:32])[C:15]([C:11]2[CH:10]=[C:9]3[C:14](=[CH:13][CH:12]=2)[C:5]([O:4][CH:1]([CH3:2])[CH3:3])=[N:6][C:7]([NH:18][C:19]2[CH:23]=[C:22]([CH3:24])[NH:21][N:20]=2)=[CH:8]3)=[O:16])[CH2:30][CH2:29][CH2:28][CH2:27][CH2:26]1, predict the reactants needed to synthesize it. The reactants are: [CH:1]([O:4][C:5]1[C:14]2[C:9](=[CH:10][C:11]([C:15](O)=[O:16])=[CH:12][CH:13]=2)[CH:8]=[C:7]([NH:18][C:19]2[CH:23]=[C:22]([CH3:24])[NH:21][N:20]=2)[N:6]=1)([CH3:3])[CH3:2].[CH:25]1([NH:31][CH3:32])[CH2:30][CH2:29][CH2:28][CH2:27][CH2:26]1. (7) Given the product [C:16]([O:15][C:13](=[O:14])[NH:12][CH2:11][C:8]1[CH:7]=[C:3]2[C:2](=[CH:10][CH:9]=1)[N:1]=[C:23]([CH3:24])[N:30]([CH:31]1[CH2:36][CH2:35][C:34](=[O:37])[NH:33][C:32]1=[O:38])[C:4]2=[O:6])([CH3:19])([CH3:18])[CH3:17], predict the reactants needed to synthesize it. The reactants are: [NH2:1][C:2]1[CH:10]=[CH:9][C:8]([CH2:11][NH:12][C:13]([O:15][C:16]([CH3:19])([CH3:18])[CH3:17])=[O:14])=[CH:7][C:3]=1[C:4]([OH:6])=O.N1[CH:24]=[CH:23]N=C1.C(Cl)(=O)C.Cl.[NH2:30][CH:31]1[CH2:36][CH2:35][C:34](=[O:37])[NH:33][C:32]1=[O:38].P(OC1C=CC=CC=1)(OC1C=CC=CC=1)OC1C=CC=CC=1. (8) Given the product [CH3:22][C@@H:15]([C@@H:14]1[C@@:23]2([CH3:31])[CH2:24][CH2:25][C@@H:26]3[C@@:27]4([CH3:30])[CH2:28][CH2:29][C@H:5]([O:4][C:2]([NH:36][CH2:35][CH2:34][N:33]([CH3:37])[CH3:32])=[O:3])[CH2:6][C:7]4=[CH:8][CH2:9][C@H:10]3[C@@H:11]2[CH2:12][CH2:13]1)[CH2:16][CH2:17][CH2:18][CH:19]([CH3:21])[CH3:20], predict the reactants needed to synthesize it. The reactants are: Cl[C:2]([O:4][C@H:5]1[CH2:29][CH2:28][C@@:27]2([CH3:30])[C:7](=[CH:8][CH2:9][C@@H:10]3[C@@H:26]2[CH2:25][CH2:24][C@@:23]2([CH3:31])[C@H:11]3[CH2:12][CH2:13][C@@H:14]2[C@H:15]([CH3:22])[CH2:16][CH2:17][CH2:18][CH:19]([CH3:21])[CH3:20])[CH2:6]1)=[O:3].[CH3:32][N:33]([CH3:37])[CH2:34][CH2:35][NH2:36].II. (9) The reactants are: C(=O)(O)[O-].[Na+].[N:6]1([C:31]2C=CC=C[N:32]=2)[CH2:11][CH2:10][CH:9]([O:12][N:13]=[C:14]2[CH2:19][CH2:18][N:17]([C:20]3[CH:25]=[CH:24][C:23]([S:26]([CH3:29])(=[O:28])=[O:27])=[CH:22][C:21]=3[F:30])[CH2:16][CH2:15]2)[CH2:8][CH2:7]1.N#CBr.C(=O)([O-])[O-].[Na+].[Na+].S([O-])([O-])(=O)=O.[Mg+2]. Given the product [F:30][C:21]1[CH:22]=[C:23]([S:26]([CH3:29])(=[O:27])=[O:28])[CH:24]=[CH:25][C:20]=1[N:17]1[CH2:18][CH2:19][C:14](=[N:13][O:12][CH:9]2[CH2:10][CH2:11][N:6]([C:31]#[N:32])[CH2:7][CH2:8]2)[CH2:15][CH2:16]1, predict the reactants needed to synthesize it. (10) Given the product [CH3:46][N:47]([C:7](=[O:9])[CH2:3][N:26]1[CH2:15][CH2:14][N:13]([CH3:17])[CH2:10][CH2:11]1)[C:48]1[CH:49]=[CH:50][C:51]([CH:54]2[CH2:72][N:58]3[C:59](=[O:71])[NH:60][C:61]4[CH:62]=[C:63]([C:67]([O:69][CH3:70])=[O:68])[CH:64]=[CH:65][C:66]=4[C:57]3=[N:56][CH2:55]2)=[CH:52][CH:53]=1, predict the reactants needed to synthesize it. The reactants are: CC1C=CO[C:3]=1[C:7]([OH:9])=O.[CH:10]([N:13]([CH2:17]C)[CH:14](C)[CH3:15])(C)[CH3:11].F[P-](F)(F)(F)(F)F.[N:26]1(O[P+](N(C)C)(N(C)C)N(C)C)C2C=CC=CC=2N=N1.[CH3:46][NH:47][C:48]1[CH:53]=[CH:52][C:51]([CH:54]2[CH2:72][N:58]3[C:59](=[O:71])[NH:60][C:61]4[CH:62]=[C:63]([C:67]([O:69][CH3:70])=[O:68])[CH:64]=[CH:65][C:66]=4[C:57]3=[N:56][CH2:55]2)=[CH:50][CH:49]=1.